This data is from Catalyst prediction with 721,799 reactions and 888 catalyst types from USPTO. The task is: Predict which catalyst facilitates the given reaction. (1) Reactant: [Cl:1][C:2]1[CH:11]=[C:10]2[C:5]([C:6]([N:12]3[CH2:17][CH2:16][N:15]([C:18]([NH:20][CH:21]4[CH2:27][CH2:26][CH2:25][CH2:24][CH:23]([OH:28])[CH2:22]4)=[O:19])[CH2:14][CH2:13]3)=[CH:7][CH:8]=[N:9]2)=[CH:4][CH:3]=1.CC(OI1(OC(C)=O)(OC(C)=O)OC(=O)C2C=CC=CC1=2)=O. Product: [Cl:1][C:2]1[CH:11]=[C:10]2[C:5]([C:6]([N:12]3[CH2:17][CH2:16][N:15]([C:18]([NH:20][CH:21]4[CH2:27][CH2:26][CH2:25][CH2:24][C:23](=[O:28])[CH2:22]4)=[O:19])[CH2:14][CH2:13]3)=[CH:7][CH:8]=[N:9]2)=[CH:4][CH:3]=1. The catalyst class is: 2. (2) Reactant: [NH2:1][C:2]1[N:7]=[C:6]([C:8]2[C:9]([C:16]3[C:17]([F:37])=[C:18]([N:22](COC)[S:23]([C:26]4[CH:31]=[C:30]([F:32])[CH:29]=[CH:28][C:27]=4[F:33])(=[O:25])=[O:24])[CH:19]=[CH:20][CH:21]=3)=[N:10][N:11]([CH2:13][CH2:14][F:15])[CH:12]=2)[CH:5]=[CH:4][N:3]=1. Product: [NH2:1][C:2]1[N:7]=[C:6]([C:8]2[C:9]([C:16]3[C:17]([F:37])=[C:18]([NH:22][S:23]([C:26]4[CH:31]=[C:30]([F:32])[CH:29]=[CH:28][C:27]=4[F:33])(=[O:24])=[O:25])[CH:19]=[CH:20][CH:21]=3)=[N:10][N:11]([CH2:13][CH2:14][F:15])[CH:12]=2)[CH:5]=[CH:4][N:3]=1. The catalyst class is: 484. (3) Reactant: [OH:1][C:2]1[C:3]([O:8][CH2:9][C:10]([O:12][CH3:13])=[O:11])=[N:4][CH:5]=[CH:6][CH:7]=1.F[C:15]1[CH:20]=[C:19]([N:21]2[C:26](=[O:27])[CH:25]=[C:24]([C:28]([F:31])([F:30])[F:29])[N:23]([CH3:32])[C:22]2=[O:33])[C:18]([F:34])=[CH:17][C:16]=1[N+:35]([O-:37])=[O:36].C(=O)([O-])[O-].[K+].[K+]. Product: [F:34][C:18]1[C:19]([N:21]2[C:26](=[O:27])[CH:25]=[C:24]([C:28]([F:31])([F:30])[F:29])[N:23]([CH3:32])[C:22]2=[O:33])=[CH:20][C:15]([O:1][C:2]2[C:3]([O:8][CH2:9][C:10]([O:12][CH3:13])=[O:11])=[N:4][CH:5]=[CH:6][CH:7]=2)=[C:16]([N+:35]([O-:37])=[O:36])[CH:17]=1. The catalyst class is: 9.